Dataset: Catalyst prediction with 721,799 reactions and 888 catalyst types from USPTO. Task: Predict which catalyst facilitates the given reaction. (1) Reactant: [CH:1]1([C:4]2[CH:9]=[CH:8][N:7]=[CH:6][C:5]=2[N:10]([CH2:15][CH2:16][CH:17]([CH3:19])[CH3:18])[S:11]([CH3:14])(=[O:13])=[O:12])[CH2:3][CH2:2]1.[C:20]1([CH3:33])[CH:25]=[C:24]([CH3:26])[CH:23]=[C:22]([CH3:27])[C:21]=1[S:28]([O:31][NH2:32])(=[O:30])=[O:29]. Product: [CH3:27][C:22]1[CH:23]=[C:24]([CH3:26])[CH:25]=[C:20]([CH3:33])[C:21]=1[S:28]([O-:31])(=[O:30])=[O:29].[NH2:32][N+:7]1[CH:8]=[CH:9][C:4]([CH:1]2[CH2:3][CH2:2]2)=[C:5]([N:10]([CH2:15][CH2:16][CH:17]([CH3:19])[CH3:18])[S:11]([CH3:14])(=[O:12])=[O:13])[CH:6]=1. The catalyst class is: 4. (2) Reactant: Cl[C:2]1[C:7]([C:8]#[N:9])=[CH:6][N:5]=[C:4]2[C:10]3[CH:16]=[CH:15][CH:14]=[CH:13][C:11]=3[S:12][C:3]=12.[Cl:17][C:18]1[CH:24]=[C:23]([Cl:25])[CH:22]=[CH:21][C:19]=1[NH2:20].Cl.N1C=CC=CC=1. Product: [Cl:17][C:18]1[CH:24]=[C:23]([Cl:25])[CH:22]=[CH:21][C:19]=1[NH:20][C:2]1[C:7]([C:8]#[N:9])=[CH:6][N:5]=[C:4]2[C:10]3[CH:16]=[CH:15][CH:14]=[CH:13][C:11]=3[S:12][C:3]=12. The catalyst class is: 5. (3) Reactant: [CH:1]1([CH:7](O)[CH2:8][CH2:9][NH:10][C:11](=[O:17])[O:12][C:13]([CH3:16])([CH3:15])[CH3:14])[CH2:6][CH2:5][CH2:4][CH2:3][CH2:2]1.C1(P(C2C=CC=CC=2)C2C=CC=CC=2)C=CC=CC=1.[C:38]1(=[O:48])[NH:42][C:41](=[O:43])[C:40]2=[CH:44][CH:45]=[CH:46][CH:47]=[C:39]12. Product: [CH:1]1([CH:7]([N:42]2[C:38](=[O:48])[C:39]3[C:40](=[CH:44][CH:45]=[CH:46][CH:47]=3)[C:41]2=[O:43])[CH2:8][CH2:9][NH:10][C:11](=[O:17])[O:12][C:13]([CH3:16])([CH3:15])[CH3:14])[CH2:6][CH2:5][CH2:4][CH2:3][CH2:2]1. The catalyst class is: 1. (4) Reactant: C(N(CC)CC)C.Cl.[NH2:9][OH:10].[C:11]([C:13]12[N:19]([C:20]([O:22][CH2:23][C:24]3[CH:29]=[CH:28][CH:27]=[CH:26][CH:25]=3)=[O:21])[CH:16]([CH2:17][CH2:18]1)[CH2:15][CH2:14]2)#[N:12].[CH3:30][O:31][C:32]([C:34]#[C:35][C:36]([O:38][CH3:39])=[O:37])=[O:33]. Product: [CH3:30][O:31][C:32](=[O:33])[C:34]([O:10][N:9]=[C:11]([NH2:12])[C:13]12[N:19]([C:20]([O:22][CH2:23][C:24]3[CH:25]=[CH:26][CH:27]=[CH:28][CH:29]=3)=[O:21])[CH:16]([CH2:17][CH2:18]1)[CH2:15][CH2:14]2)=[CH:35][C:36]([O:38][CH3:39])=[O:37]. The catalyst class is: 5. (5) Product: [Cl:13][C:14]1[CH:15]=[CH:16][C:17]([C:20]2([F:24])[CH2:22][CH:21]2[NH:23][C:8]([C:7]2[C:3]([CH:2]([F:12])[F:1])=[N:4][N:5]([CH3:11])[CH:6]=2)=[O:9])=[CH:18][CH:19]=1. The catalyst class is: 4. Reactant: [F:1][CH:2]([F:12])[C:3]1[C:7]([C:8](Cl)=[O:9])=[CH:6][N:5]([CH3:11])[N:4]=1.[Cl:13][C:14]1[CH:19]=[CH:18][C:17]([C:20]2([F:24])[CH2:22][CH:21]2[NH2:23])=[CH:16][CH:15]=1.C(N(CC)CC)C.